Dataset: Full USPTO retrosynthesis dataset with 1.9M reactions from patents (1976-2016). Task: Predict the reactants needed to synthesize the given product. (1) The reactants are: [CH3:1][O:2][C:3]1[CH:20]=[CH:19][C:6](/[CH:7]=[N:8]/[C:9]2[CH:10]=[C:11]([CH:16]=[CH:17][CH:18]=2)[C:12]([O:14][CH3:15])=[O:13])=[CH:5][CH:4]=1.[C:21]1([CH2:27][CH:28]=O)[CH:26]=[CH:25][CH:24]=[CH:23][CH:22]=1.Cl. Given the product [CH3:1][O:2][C:3]1[CH:20]=[CH:19][C:6]([C:7]2[C:27]([C:21]3[CH:26]=[CH:25][CH:24]=[CH:23][CH:22]=3)=[CH:28][C:18]3[C:9](=[CH:10][C:11]([C:12]([O:14][CH3:15])=[O:13])=[CH:16][CH:17]=3)[N:8]=2)=[CH:5][CH:4]=1, predict the reactants needed to synthesize it. (2) Given the product [C:15]([C:2]1([C:8]([CH3:9])=[CH:7][CH:6]=[C:5]([O:10][CH:11]([F:13])[F:12])[CH2:4]1)[NH2:3])#[N:16], predict the reactants needed to synthesize it. The reactants are: Br[C:2]1([C:8]([CH3:9])=[CH:7][CH:6]=[C:5]([O:10][CH:11]([F:13])[F:12])[CH2:4]1)[NH2:3].[Cu][C:15]#[N:16].C(N)CN.Cl. (3) Given the product [CH2:48]([N:52]1[N:56]=[C:55]([CH3:57])[S:54]/[C:53]/1=[CH:58]\[C:11]([C:2]1[CH:3]=[CH:4][C:5]2[C:10](=[CH:9][CH:8]=[CH:7][CH:6]=2)[CH:1]=1)=[O:13])[CH2:49][CH2:50][CH3:51], predict the reactants needed to synthesize it. The reactants are: [CH:1]1[C:10]2[C:5](=[CH:6][CH:7]=[CH:8][CH:9]=2)[CH:4]=[CH:3][C:2]=1[C:11]([OH:13])=O.CN(C(ON1N=NC2C=CC=NC1=2)=[N+](C)C)C.F[P-](F)(F)(F)(F)F.CCN(C(C)C)C(C)C.[I-].[CH2:48]([N+:52]1[N:56]=[C:55]([CH3:57])[S:54][C:53]=1[CH3:58])[CH2:49][CH2:50][CH3:51]. (4) Given the product [CH3:11][O:10][C:3]1[CH:4]=[C:5]([CH:6]=[CH:13][C:12]([OH:15])=[O:14])[CH:8]=[CH:9][C:2]=1[O:1][C:17](=[O:19])[CH3:18], predict the reactants needed to synthesize it. The reactants are: [OH:1][C:2]1[CH:9]=[CH:8][C:5]([CH:6]=O)=[CH:4][C:3]=1[O:10][CH3:11].[C:12]([O-:15])(=[O:14])[CH3:13].[Na+].[C:17](OC(=O)C)(=[O:19])[CH3:18]. (5) The reactants are: [N+:1]([C:4]1[CH:5]=[C:6]([OH:12])[C:7]([O:10][CH3:11])=[CH:8][CH:9]=1)([O-:3])=[O:2].[C:13](=O)([O-])[O-].[Cs+].[Cs+].[Br:19][CH2:20]CBr. Given the product [Br:19][CH2:20][CH2:11][O:10][C:7]1[CH:8]=[CH:9][C:4]([N+:1]([O-:3])=[O:2])=[CH:5][C:6]=1[O:12][CH3:13], predict the reactants needed to synthesize it. (6) Given the product [Cl:34][C:31]1[N:32]=[CH:27][N:28]=[C:25]([O:1][CH:2]2[CH2:3][CH2:4][N:5]([C:8]([O:10][C:11]([CH3:14])([CH3:13])[CH3:12])=[O:9])[CH2:6][CH2:7]2)[C:21]=1[CH3:22], predict the reactants needed to synthesize it. The reactants are: [OH:1][CH:2]1[CH2:7][CH2:6][N:5]([C:8]([O:10][C:11]([CH3:14])([CH3:13])[CH3:12])=[O:9])[CH2:4][CH2:3]1.CC(C)([O-])C.[K+].[CH2:21]1[CH2:25]OC[CH2:22]1.Cl[CH:27]1[N:32](C)[C:31]([Cl:34])=CC=[N:28]1. (7) The reactants are: CS([C:5]1[N:10]=[CH:9][C:8]([C:11]#[C:12][C:13]2[CH:18]=[CH:17][CH:16]=[CH:15][CH:14]=2)=[CH:7][N:6]=1)(=O)=O.[CH:19]1([NH2:24])[CH2:23][CH2:22][CH2:21][CH2:20]1.CCN(CC)CC. Given the product [CH:19]1([NH:24][C:5]2[N:10]=[CH:9][C:8]([C:11]#[C:12][C:13]3[CH:18]=[CH:17][CH:16]=[CH:15][CH:14]=3)=[CH:7][N:6]=2)[CH2:23][CH2:22][CH2:21][CH2:20]1, predict the reactants needed to synthesize it. (8) Given the product [C:1]([NH:4][C:5]1[N:9]([C:10]2[CH:15]=[C:14]([S:16]([CH2:17][C:18]([F:21])([F:20])[F:19])=[O:43])[C:13]([CH3:22])=[CH:12][C:11]=2[F:23])[N:8]=[C:7]([O:24][C:25]([F:34])([F:33])[CH:26]([F:32])[O:27][C:28]([F:31])([F:29])[F:30])[CH:6]=1)(=[O:3])[CH3:2], predict the reactants needed to synthesize it. The reactants are: [C:1]([NH:4][C:5]1[N:9]([C:10]2[CH:15]=[C:14]([S:16][CH2:17][C:18]([F:21])([F:20])[F:19])[C:13]([CH3:22])=[CH:12][C:11]=2[F:23])[N:8]=[C:7]([O:24][C:25]([F:34])([F:33])[CH:26]([F:32])[O:27][C:28]([F:31])([F:30])[F:29])[CH:6]=1)(=[O:3])[CH3:2].ClC1C=CC=C(C(OO)=[O:43])C=1. (9) Given the product [CH3:7][CH:8]1[CH2:13][CH2:12][CH2:11][CH:10]([CH2:14][CH2:15][CH2:16][OH:17])[CH2:9]1, predict the reactants needed to synthesize it. The reactants are: [H-].[H-].[H-].[H-].[Li+].[Al+3].[CH3:7][CH:8]1[CH2:13][CH2:12][CH2:11][CH:10]([CH2:14][CH2:15][C:16](O)=[O:17])[CH2:9]1.S([O-])([O-])(=O)=O.[Na+].[Na+]. (10) Given the product [I:1][C:2]1[CH:7]=[CH:6][C:5]([C:8]([C:28]2[CH:29]=[CH:30][C:25]([OH:31])=[CH:26][CH:27]=2)([CH3:9])[CH:10]([CH3:12])[CH3:11])=[CH:4][CH:3]=1, predict the reactants needed to synthesize it. The reactants are: [I:1][C:2]1[CH:7]=[CH:6][C:5]([C:8](O)([CH:10]([CH3:12])[CH3:11])[CH3:9])=[CH:4][CH:3]=1.CC1C=CC(S(O)(=O)=O)=CC=1.[C:25]1([OH:31])[CH:30]=[CH:29][CH:28]=[CH:27][CH:26]=1.